From a dataset of Peptide-MHC class I binding affinity with 185,985 pairs from IEDB/IMGT. Regression. Given a peptide amino acid sequence and an MHC pseudo amino acid sequence, predict their binding affinity value. This is MHC class I binding data. (1) The peptide sequence is VNLVFPSV. The MHC is H-2-Kb with pseudo-sequence H-2-Kb. The binding affinity (normalized) is 0.794. (2) The peptide sequence is KTPWDRFCK. The binding affinity (normalized) is 0.0847. The MHC is HLA-B58:01 with pseudo-sequence HLA-B58:01. (3) The peptide sequence is RTFGKLPYR. The MHC is HLA-A02:01 with pseudo-sequence HLA-A02:01. The binding affinity (normalized) is 0.0847. (4) The peptide sequence is RIARFHRPY. The MHC is HLA-B46:01 with pseudo-sequence HLA-B46:01. The binding affinity (normalized) is 0.0847. (5) The peptide sequence is IQYPLWWGH. The MHC is HLA-B27:05 with pseudo-sequence HLA-B27:05. The binding affinity (normalized) is 0.0847. (6) The peptide sequence is RTRAGRHAF. The MHC is HLA-B15:01 with pseudo-sequence HLA-B15:01. The binding affinity (normalized) is 0.710. (7) The peptide sequence is SLFTEQAFY. The MHC is HLA-A24:02 with pseudo-sequence HLA-A24:02. The binding affinity (normalized) is 0.0435.